From a dataset of NCI-60 drug combinations with 297,098 pairs across 59 cell lines. Regression. Given two drug SMILES strings and cell line genomic features, predict the synergy score measuring deviation from expected non-interaction effect. Drug 1: C1=CC(=C2C(=C1NCCNCCO)C(=O)C3=C(C=CC(=C3C2=O)O)O)NCCNCCO. Drug 2: CCC(=C(C1=CC=CC=C1)C2=CC=C(C=C2)OCCN(C)C)C3=CC=CC=C3.C(C(=O)O)C(CC(=O)O)(C(=O)O)O. Cell line: DU-145. Synergy scores: CSS=68.8, Synergy_ZIP=12.4, Synergy_Bliss=12.4, Synergy_Loewe=-26.1, Synergy_HSA=11.8.